The task is: Predict the reaction yield, written as a fraction of the theoretical maximum amount of product (1.0 means a 100% yield; for example, 0.34 means a 34% yield).. This data is from Reaction yield outcomes from USPTO patents with 853,638 reactions. (1) The reactants are [C:1]1([CH:7]2[C:15]3[O:14][C:13](=O)[NH:12][C:11](=[O:17])[C:10]=3[CH2:9][CH2:8]2)[CH:6]=[CH:5][CH:4]=[CH:3][CH:2]=1.O.[NH3:19]. No catalyst specified. The product is [C:1]1([CH:7]2[C:15]3[NH:19][C:13](=[O:14])[NH:12][C:11](=[O:17])[C:10]=3[CH2:9][CH2:8]2)[CH:6]=[CH:5][CH:4]=[CH:3][CH:2]=1. The yield is 1.00. (2) The reactants are Br[C:2]1[CH:7]=[CH:6][C:5]([S:8](Cl)(=[O:10])=[O:9])=[C:4]([F:12])[CH:3]=1.CN.[CH2:15]([N:17](CC)CC)C.CC1(C)C(C)(C)OB([C:30]2[CH:31]=[N:32][C:33]([NH2:36])=[N:34][CH:35]=2)O1.C(=O)([O-])[O-].[K+].[K+]. The catalyst is C(Cl)Cl.O.C1(C)C=CC=CC=1.C(O)C.C1C=CC([P]([Pd]([P](C2C=CC=CC=2)(C2C=CC=CC=2)C2C=CC=CC=2)([P](C2C=CC=CC=2)(C2C=CC=CC=2)C2C=CC=CC=2)[P](C2C=CC=CC=2)(C2C=CC=CC=2)C2C=CC=CC=2)(C2C=CC=CC=2)C2C=CC=CC=2)=CC=1.CCOCC. The product is [NH2:36][C:33]1[N:32]=[CH:31][C:30]([C:2]2[CH:7]=[CH:6][C:5]([S:8]([NH:17][CH3:15])(=[O:10])=[O:9])=[C:4]([F:12])[CH:3]=2)=[CH:35][N:34]=1. The yield is 0.830. (3) The yield is 0.714. No catalyst specified. The reactants are C[O:2][C:3]([CH:5]1[C:14]([CH2:15][NH:16][C@H:17]([C:22]([O:24][CH3:25])=[O:23])[CH2:18][CH:19]([CH3:21])[CH3:20])=[CH:13][C:12]2[C:7](=[CH:8][CH:9]=[CH:10][C:11]=2[Cl:26])[O:6]1)=O.[C:27](#N)C. The product is [CH3:25][O:24][C:22](=[O:23])[C@@H:17]([N:16]([CH2:15][C:14]1[CH:5]([CH:3]=[O:2])[O:6][C:7]2[C:12]([CH:13]=1)=[C:11]([Cl:26])[CH:10]=[CH:9][CH:8]=2)[CH3:27])[CH2:18][CH:19]([CH3:20])[CH3:21]. (4) The reactants are Cl[C:2]1[N:7]=[C:6]([C:8]2[S:12][C:11]([C:13]([CH3:16])([CH3:15])[CH3:14])=[N:10][C:9]=2[C:17]2[C:18]([F:35])=[C:19]([NH:23][S:24]([C:27]3[CH:32]=[C:31]([F:33])[CH:30]=[CH:29][C:28]=3[F:34])(=[O:26])=[O:25])[CH:20]=[CH:21][CH:22]=2)[CH:5]=[CH:4][N:3]=1. The catalyst is CCO.CO.[Pd]. The product is [CH3:16][C:13]([C:11]1[S:12][C:8]([C:6]2[CH:5]=[CH:4][N:3]=[CH:2][N:7]=2)=[C:9]([C:17]2[C:18]([F:35])=[C:19]([NH:23][S:24]([C:27]3[CH:32]=[C:31]([F:33])[CH:30]=[CH:29][C:28]=3[F:34])(=[O:25])=[O:26])[CH:20]=[CH:21][CH:22]=2)[N:10]=1)([CH3:14])[CH3:15]. The yield is 0.960. (5) The product is [Br:27][C:28]1[CH:37]=[CH:36][CH:35]=[C:34]2[C:29]=1[CH:30]=[CH:31][C:32]([S:38]([N:8]([CH2:7][C:6]1[CH:5]=[CH:4][C:3]([O:2][CH3:1])=[CH:16][CH:15]=1)[C:9]1[CH:14]=[CH:13][N:12]=[CH:11][N:10]=1)(=[O:39])=[O:40])=[CH:33]2. The yield is 0.0900. The reactants are [CH3:1][O:2][C:3]1[CH:16]=[CH:15][C:6]([CH2:7][NH:8][C:9]2[CH:14]=[CH:13][N:12]=[CH:11][N:10]=2)=[CH:5][CH:4]=1.[Li+].C[Si]([N-][Si](C)(C)C)(C)C.[Br:27][C:28]1[CH:37]=[CH:36][CH:35]=[C:34]2[C:29]=1[CH:30]=[CH:31][C:32]([S:38](Cl)(=[O:40])=[O:39])=[CH:33]2. The catalyst is C1COCC1.